From a dataset of Full USPTO retrosynthesis dataset with 1.9M reactions from patents (1976-2016). Predict the reactants needed to synthesize the given product. (1) Given the product [CH2:21]([N:17]1[C:18]2[C:13](=[C:12]([OH:37])[C:11]([C:9]([NH:8][CH2:7][CH2:6][CH2:5][C:4]([OH:38])=[O:3])=[O:10])=[N:20][CH:19]=2)[CH:14]=[C:15]([C:29]2[CH:34]=[CH:33][CH:32]=[C:31]([O:35][CH3:36])[CH:30]=2)[C:16]1=[O:28])[C:22]1[CH:27]=[CH:26][CH:25]=[CH:24][CH:23]=1, predict the reactants needed to synthesize it. The reactants are: C([O:3][C:4](=[O:38])[CH2:5][CH2:6][CH2:7][NH:8][C:9]([C:11]1[C:12]([OH:37])=[C:13]2[C:18](=[CH:19][N:20]=1)[N:17]([CH2:21][C:22]1[CH:27]=[CH:26][CH:25]=[CH:24][CH:23]=1)[C:16](=[O:28])[C:15]([C:29]1[CH:34]=[CH:33][CH:32]=[C:31]([O:35][CH3:36])[CH:30]=1)=[CH:14]2)=[O:10])C.[OH-].[Na+].CO. (2) Given the product [F:19][C:13]1[CH:14]=[CH:15][CH:16]=[C:17]([F:18])[C:12]=1[C:11]([NH:10][C:9]1[C:5]([C:3]([NH:22][NH2:23])=[O:2])=[N:6][NH:7][CH:8]=1)=[O:20], predict the reactants needed to synthesize it. The reactants are: C[O:2][C:3]([C:5]1[C:9]([NH:10][C:11](=[O:20])[C:12]2[C:17]([F:18])=[CH:16][CH:15]=[CH:14][C:13]=2[F:19])=[CH:8][NH:7][N:6]=1)=O.O.[NH2:22][NH2:23]. (3) Given the product [CH:1]([C:4]1[C:8]2[CH:9]=[C:10]([C:13]([OH:15])=[O:14])[CH:11]=[CH:12][C:7]=2[O:6][CH:5]=1)([CH3:3])[CH3:2], predict the reactants needed to synthesize it. The reactants are: [CH:1]([C:4]1[C:8]2[CH:9]=[C:10]([C:13]([O:15]C)=[O:14])[CH:11]=[CH:12][C:7]=2[O:6][CH:5]=1)([CH3:3])[CH3:2].[OH-].[Na+]. (4) Given the product [CH:1]1([S:7]([C:8]2[CH:13]=[CH:12][CH:11]=[C:10]([Br:14])[CH:9]=2)(=[O:23])=[O:26])[CH2:6][CH2:5][CH2:4][CH2:3][CH2:2]1, predict the reactants needed to synthesize it. The reactants are: [CH:1]1([S:7][C:8]2[CH:13]=[CH:12][CH:11]=[C:10]([Br:14])[CH:9]=2)[CH2:6][CH2:5][CH2:4][CH2:3][CH2:2]1.ClC1C=CC=C(C(OO)=[O:23])C=1.[OH2:26]. (5) The reactants are: [C:1]([CH2:3][C:4]([O:6][C:7]([CH3:10])([CH3:9])[CH3:8])=[O:5])#[N:2].[H-].[Na+].Br[CH2:14][C:15]([O:17][CH3:18])=[O:16].[Cl-].[NH4+]. Given the product [C:1]([C:3]([C:4]([O:6][C:7]([CH3:10])([CH3:9])[CH3:8])=[O:5])([CH2:3][C:4]([O:6][CH3:7])=[O:5])[CH2:14][C:15]([O:17][CH3:18])=[O:16])#[N:2], predict the reactants needed to synthesize it. (6) The reactants are: [CH:1]1([CH:7]=[CH:8][C:9]2[NH:13][C:12]3[CH:14]=[CH:15][C:16]([C:18]4[CH:23]=[CH:22][CH:21]=[CH:20][C:19]=4[C:24]([F:27])([F:26])[F:25])=[CH:17][C:11]=3[N:10]=2)[CH2:6][CH2:5][CH2:4][CH2:3][CH2:2]1.[ClH:28]. Given the product [ClH:28].[CH:1]1([CH:7]=[CH:8][C:9]2[NH:13][C:12]3[CH:14]=[CH:15][C:16]([C:18]4[CH:23]=[CH:22][CH:21]=[CH:20][C:19]=4[C:24]([F:26])([F:27])[F:25])=[CH:17][C:11]=3[N:10]=2)[CH2:6][CH2:5][CH2:4][CH2:3][CH2:2]1, predict the reactants needed to synthesize it. (7) Given the product [CH2:1]([O:4][C:5]([N:7]1[C:12]2[CH:13]=[C:14]([C:17]3[CH2:23][C@H:22]4[N:19]([C:20](=[O:31])[C@@H:21]4[C@H:24]([OH:26])[CH3:25])[C:18]=3[C:32]([O:34][CH2:35][CH:36]=[CH2:37])=[O:33])[CH:15]=[CH:16][C:11]=2[O:10][CH2:9][C:8]1=[O:38])=[O:6])[CH:2]=[CH2:3], predict the reactants needed to synthesize it. The reactants are: [CH2:1]([O:4][C:5]([N:7]1[C:12]2[CH:13]=[C:14]([C:17]3[CH2:23][C@H:22]4[N:19]([C:20](=[O:31])[C@@H:21]4[C@H:24]([O:26][Si](C)(C)C)[CH3:25])[C:18]=3[C:32]([O:34][CH2:35][CH:36]=[CH2:37])=[O:33])[CH:15]=[CH:16][C:11]=2[O:10][CH2:9][C:8]1=[O:38])=[O:6])[CH:2]=[CH2:3].Cl.C(=O)([O-])O.[Na+].